From a dataset of Reaction yield outcomes from USPTO patents with 853,638 reactions. Predict the reaction yield, written as a fraction of the theoretical maximum amount of product (1.0 means a 100% yield; for example, 0.34 means a 34% yield). (1) The reactants are [CH:1]1([CH2:4][N:5]2[CH2:25][CH2:24][C@@:12]34[C:13]5[C:18]6[CH2:19][C@@H:6]2[C@H:7]3[CH2:8][C@H:9]([C@:27]([OH:33])([C:29]([CH3:32])([CH3:31])[CH3:30])[CH3:28])[C@H:10]([OH:26])[C@@H:11]4[O:23][C:14]=5[C:15]([OH:22])=[C:16]2[CH2:21][CH2:20][C:17]2=6)C[CH2:2]1.C(N1CC[C@@]23C4C5C[C@@H]1[C@H]2C[C@H]([C@](O)(C(C)(C)C)C)[C@H](OC)[C@@H]3OC=4C(O)=C1CCC1=5)C=C.C[C@@](O)(C(C)(C)C)[C@@H]1[C@]2(OC)[C@@H]3OC4=C(O)C=CC5=C4[C@]43CCN(CC3CC3)[C@H](C5)[C@@]4(CC2)C1. No catalyst specified. The product is [CH2:4]([N:5]1[CH2:25][CH2:24][C@@:12]23[C:13]4[C:18]5[CH2:19][C@@H:6]1[C@H:7]2[CH2:8][C@H:9]([C@:27]([OH:33])([C:29]([CH3:32])([CH3:31])[CH3:30])[CH3:28])[C@H:10]([OH:26])[C@@H:11]3[O:23][C:14]=4[C:15]([OH:22])=[C:16]1[CH2:21][CH2:20][C:17]1=5)[CH:1]=[CH2:2]. The yield is 0.758. (2) The reactants are F[C:2]1[CH:7]=[CH:6][CH:5]=[CH:4][C:3]=1[CH2:8][C:9](=[O:15])[C:10]([O:12][CH2:13][CH3:14])=[O:11].[Br:16]C1C=CC=CC=1CBr.[Mg].C(OCC)(=O)C(OCC)=O. No catalyst specified. The product is [Br:16][C:2]1[CH:7]=[CH:6][CH:5]=[CH:4][C:3]=1[CH2:8][C:9](=[O:15])[C:10]([O:12][CH2:13][CH3:14])=[O:11]. The yield is 0.800. (3) The reactants are [F:1][C:2]1[CH:7]=[CH:6][C:5]([CH:8]([OH:27])[C:9]2[N:18]=[C:17]([NH:19][C:20]3[CH:24]=[C:23]([CH3:25])[NH:22][N:21]=3)[C:16]3[C:11](=[CH:12][C:13]([OH:26])=[CH:14][CH:15]=3)[N:10]=2)=[CH:4][CH:3]=1.CC(OI1(OC(C)=O)(OC(C)=O)OC(=O)C2C=CC=CC1=2)=O. The catalyst is CS(C)=O.C(Cl)Cl. The product is [F:1][C:2]1[CH:7]=[CH:6][C:5]([C:8]([C:9]2[N:18]=[C:17]([NH:19][C:20]3[CH:24]=[C:23]([CH3:25])[NH:22][N:21]=3)[C:16]3[C:11](=[CH:12][C:13]([OH:26])=[CH:14][CH:15]=3)[N:10]=2)=[O:27])=[CH:4][CH:3]=1. The yield is 0.140. (4) The reactants are [F:1][C:2]1[CH:3]=[C:4]2[C:8](=[CH:9][C:10]=1[NH2:11])[NH:7][C:6](=[O:12])[CH2:5]2.N1CCCCC1.Cl[C:20]([C@@H:22]([O:24][C:25](=[O:27])[CH3:26])[CH3:23])=[O:21]. The catalyst is O1CCCC1. The product is [F:1][C:2]1[CH:3]=[C:4]2[C:8](=[CH:9][C:10]=1[NH:11][C:20]([CH:22]([O:24][C:25](=[O:27])[CH3:26])[CH3:23])=[O:21])[NH:7][C:6](=[O:12])[CH2:5]2. The yield is 0.990. (5) The reactants are [CH3:1][C:2]1([CH3:16])[C:11]2[C:6](=[CH:7][C:8]([NH:12]C(=O)C)=[CH:9][CH:10]=2)[O:5][CH2:4][CH2:3]1.[OH-].[Na+]. The catalyst is Cl. The product is [CH3:1][C:2]1([CH3:16])[C:11]2[C:6](=[CH:7][C:8]([NH2:12])=[CH:9][CH:10]=2)[O:5][CH2:4][CH2:3]1. The yield is 0.920. (6) The reactants are [CH3:1][CH2:2][C:3]([C:5]([C:7]1[CH:8]=[CH:9][C:10]([O:15][CH2:16][C:17]([OH:19])=O)=[C:11]([Cl:14])[C:12]=1[Cl:13])=[O:6])=[CH2:4].CC(C)N=C=NC(C)C.[N:29]([CH2:32][CH2:33][CH2:34][NH2:35])=[N+:30]=[N-:31].CO. The catalyst is C(Cl)Cl. The product is [N:29]([CH2:32][CH2:33][CH2:34][NH:35][C:17](=[O:19])[CH2:16][O:15][C:10]1[CH:9]=[CH:8][C:7]([C:5](=[O:6])[C:3](=[CH2:4])[CH2:2][CH3:1])=[C:12]([Cl:13])[C:11]=1[Cl:14])=[N+:30]=[N-:31]. The yield is 0.850.